The task is: Predict which catalyst facilitates the given reaction.. This data is from Catalyst prediction with 721,799 reactions and 888 catalyst types from USPTO. Reactant: [CH:1]1([C:4]2[C:5]([N:16]3[CH2:21][CH2:20][C:19]([F:23])([F:22])[CH2:18][CH2:17]3)=[CH:6][C:7]([O:14][CH3:15])=[C:8]([CH:13]=2)[C:9](OC)=[O:10])[CH2:3][CH2:2]1.[H-].[Al+3].[Li+].[H-].[H-].[H-].O.[OH-].[Na+]. Product: [CH:1]1([C:4]2[C:5]([N:16]3[CH2:17][CH2:18][C:19]([F:23])([F:22])[CH2:20][CH2:21]3)=[CH:6][C:7]([O:14][CH3:15])=[C:8]([CH:13]=2)[CH:9]=[O:10])[CH2:3][CH2:2]1. The catalyst class is: 1.